Dataset: Reaction yield outcomes from USPTO patents with 853,638 reactions. Task: Predict the reaction yield, written as a fraction of the theoretical maximum amount of product (1.0 means a 100% yield; for example, 0.34 means a 34% yield). (1) The reactants are C([Li])CCC.CCCCCC.C(NC(C)C)(C)C.[Cl:19][C:20]1[C:25](I)=[CH:24][CH:23]=[C:22](Cl)[N:21]=1.[C:28](=O)=[O:29].C([O-])([O-])=[O:32].[K+].[K+].[CH3:37][I:38].[ClH:39]. The catalyst is C1COCC1.CCOCC.CN(C=O)C. The product is [Cl:39][C:22]1[N:21]=[C:20]([Cl:19])[CH:25]=[C:37]([I:38])[C:23]=1[C:24]([O:29][CH3:28])=[O:32]. The yield is 0.110. (2) The reactants are [NH:1]1[C:5](=[O:6])[CH:4]=[CH:3][C:2]1=[O:7].FC(F)(F)C(O)=O.[CH2:15]([N:22]([CH2:28]OC)[CH2:23][Si](C)(C)C)[C:16]1[CH:21]=[CH:20][CH:19]=[CH:18][CH:17]=1. The catalyst is ClCCl. The product is [CH2:15]([N:22]1[CH2:28][C@@H:3]2[C:2](=[O:7])[NH:1][C:5](=[O:6])[C@@H:4]2[CH2:23]1)[C:16]1[CH:21]=[CH:20][CH:19]=[CH:18][CH:17]=1. The yield is 0.310. (3) The reactants are Br[C:2]1[S:3][C:4]2[CH:20]=[CH:19][CH:18]=[CH:17][C:5]=2[C:6]=1[CH:7]([O:12][C:13]([CH3:16])([CH3:15])[CH3:14])[C:8]([O:10][CH3:11])=[O:9].C(=O)([O-])[O-].[Na+].[Na+].O.CC1(C)C(C)(C)OB([C:36]2[CH:37]=[C:38]3[C:43](=[CH:44][CH:45]=2)[O:42][CH2:41][CH2:40][CH2:39]3)O1. The catalyst is CN(C)C=O.C1(P(C2C=CC=CC=2)C2C=CC=CC=2)C=CC=CC=1.C1(P(C2C=CC=CC=2)C2C=CC=CC=2)C=CC=CC=1.C1(P(C2C=CC=CC=2)C2C=CC=CC=2)C=CC=CC=1.C1(P(C2C=CC=CC=2)C2C=CC=CC=2)C=CC=CC=1.[Pd]. The product is [C:13]([O:12][CH:7]([C:6]1[C:5]2[CH:17]=[CH:18][CH:19]=[CH:20][C:4]=2[S:3][C:2]=1[C:36]1[CH:45]=[CH:44][C:43]2[O:42][CH2:41][CH2:40][CH2:39][C:38]=2[CH:37]=1)[C:8]([O:10][CH3:11])=[O:9])([CH3:16])([CH3:15])[CH3:14]. The yield is 0.550. (4) The reactants are [CH3:1][C:2]1[NH:3][C:4]2[C:9]([C:10]=1[C:11]([OH:13])=O)=[CH:8][CH:7]=[CH:6][CH:5]=2.Cl.CN(C)CCCN=C=NCC.C(N(CC)CC)C.[NH2:33][CH2:34][C:35]1[C:36]([OH:43])=[N:37][C:38]([CH3:42])=[CH:39][C:40]=1[CH3:41]. The catalyst is ClCCl. The product is [OH:43][C:36]1[C:35]([CH2:34][NH:33][C:11]([C:10]2[C:9]3[C:4](=[CH:5][CH:6]=[CH:7][CH:8]=3)[NH:3][C:2]=2[CH3:1])=[O:13])=[C:40]([CH3:41])[CH:39]=[C:38]([CH3:42])[N:37]=1. The yield is 0.510. (5) The reactants are C(=O)([O-])O.[Na+].[NH2:6][CH2:7][CH2:8][OH:9].[I:10][C:11]1[CH:19]=[CH:18][CH:17]=[CH:16][C:12]=1[C:13](Cl)=[O:14]. The catalyst is C(OCC)(=O)C.O. The product is [OH:9][CH2:8][CH2:7][NH:6][C:13](=[O:14])[C:12]1[CH:16]=[CH:17][CH:18]=[CH:19][C:11]=1[I:10]. The yield is 0.876. (6) The reactants are [C:1]([O:5][C:6](=[O:20])[C:7]1[CH:12]=[CH:11][CH:10]=[C:9]([C:13]2[C:18]([CH3:19])=[CH:17][CH:16]=[CH:15][N:14]=2)[CH:8]=1)([CH3:4])([CH3:3])[CH3:2].NC(N)=[O:23].OO.C1(=O)OC(=O)C2=CC=CC=C12.[O-]S([O-])=O.[Na+].[Na+].C([O-])([O-])=O.[Na+].[Na+]. The catalyst is CCOC(C)=O.O. The product is [C:1]([O:5][C:6]([C:7]1[CH:8]=[C:9]([C:13]2[C:18]([CH3:19])=[CH:17][CH:16]=[CH:15][N+:14]=2[O-:23])[CH:10]=[CH:11][CH:12]=1)=[O:20])([CH3:4])([CH3:3])[CH3:2]. The yield is 0.950.